Dataset: Full USPTO retrosynthesis dataset with 1.9M reactions from patents (1976-2016). Task: Predict the reactants needed to synthesize the given product. (1) Given the product [Cl:21][C:15]1[C:14]([CH3:22])=[C:13]([NH:12][S:11]([N:6]2[CH2:7][C@@H:8]([OH:10])[CH2:9][C@H:5]2[C:3]([OH:4])=[O:2])(=[O:23])=[O:24])[CH:18]=[CH:17][C:16]=1[C:19]#[N:20], predict the reactants needed to synthesize it. The reactants are: C[O:2][C:3]([C@@H:5]1[CH2:9][C@H:8]([OH:10])[CH2:7][N:6]1[S:11](=[O:24])(=[O:23])[NH:12][C:13]1[CH:18]=[CH:17][C:16]([C:19]#[N:20])=[C:15]([Cl:21])[C:14]=1[CH3:22])=[O:4].Cl. (2) Given the product [Cl:21][C:22]1[N:27]=[C:26]([N:28]([C:44]([O:46][C:47]([CH3:50])([CH3:49])[CH3:48])=[O:45])[N:29]([C:30]([O:32][C:33]([CH3:34])([CH3:35])[CH3:36])=[O:31])[C:37]([O:39][C:40]([CH3:41])([CH3:42])[CH3:43])=[O:38])[C:25]([F:51])=[C:24]([NH:4][CH2:3][C:2]([CH3:1])([N:6]2[CH2:7][CH2:8][O:9][CH2:10][CH2:11]2)[CH3:5])[N:23]=1, predict the reactants needed to synthesize it. The reactants are: [CH3:1][C:2]([N:6]1[CH2:11][CH2:10][O:9][CH2:8][CH2:7]1)([CH3:5])[CH2:3][NH2:4].C(N(C(C)C)CC)(C)C.[Cl:21][C:22]1[N:27]=[C:26]([N:28]([C:44]([O:46][C:47]([CH3:50])([CH3:49])[CH3:48])=[O:45])[N:29]([C:37]([O:39][C:40]([CH3:43])([CH3:42])[CH3:41])=[O:38])[C:30]([O:32][C:33]([CH3:36])([CH3:35])[CH3:34])=[O:31])[C:25]([F:51])=[C:24](Cl)[N:23]=1.CCOCC. (3) Given the product [N:8]1[CH:7]=[C:6]([CH:5]2[CH2:4][CH2:3][CH2:11][N:10]2[CH3:32])[CH:25]=[CH:20][CH:21]=1, predict the reactants needed to synthesize it. The reactants are: O.O[C:3]1[C:11]2[N:10]=N[NH:8][C:7]=2[CH:6]=[CH:5][CH:4]=1.C(SCC(O[C:20]1[C:25](F)=C(F)C(F)=C(F)[C:21]=1F)=O)(=O)C.F[C:32](F)(F)C(O)=O. (4) Given the product [Cl:1][C:2]1[CH:3]=[CH:4][C:5]([NH:8][C:9](=[O:21])[NH:10][C@H:11]([C:15]2[CH:20]=[CH:19][CH:18]=[CH:17][CH:16]=2)[C:12]([NH:23][C:24]2[CH:29]=[CH:28][C:27]([N:30]3[CH2:34][CH2:33][CH2:32][C:31]3=[NH:35])=[CH:26][CH:25]=2)=[O:14])=[CH:6][CH:7]=1, predict the reactants needed to synthesize it. The reactants are: [Cl:1][C:2]1[CH:7]=[CH:6][C:5]([NH:8][C:9](=[O:21])[NH:10][C@H:11]([C:15]2[CH:20]=[CH:19][CH:18]=[CH:17][CH:16]=2)[C:12]([OH:14])=O)=[CH:4][CH:3]=1.Cl.[NH2:23][C:24]1[CH:29]=[CH:28][C:27]([N:30]2[CH2:34][CH2:33][CH2:32][C:31]2=[NH:35])=[CH:26][CH:25]=1.Cl.CN(C)CCCN=C=NCC.O.OC1C2N=NNC=2C=CC=1.C(=O)([O-])O.[Na+]. (5) The reactants are: I[C:2]1[CH:7]=[CH:6][CH:5]=[CH:4][CH:3]=1.[Cl:8][C:9]1[CH:14]=[CH:13][C:12](B(O)O)=[CH:11][CH:10]=1.C(=O)([O-])[O-].[K+].[K+]. Given the product [Cl:8][C:9]1[CH:14]=[CH:13][C:12]([C:2]2[CH:7]=[CH:6][CH:5]=[CH:4][CH:3]=2)=[CH:11][CH:10]=1, predict the reactants needed to synthesize it. (6) Given the product [CH2:23]([N:20]([CH2:21][CH3:22])[CH2:19][CH2:18][N:12]1[CH2:13][CH2:14][CH2:15][C:16]2[NH:17][C:8]([CH:6]=[O:5])=[C:9]([CH3:26])[C:10]=2[C:11]1=[O:25])[CH3:24], predict the reactants needed to synthesize it. The reactants are: C([O:5][C:6]([C:8]1[NH:17][C:16]2[CH2:15][CH2:14][CH2:13][N:12]([CH2:18][CH2:19][N:20]([CH2:23][CH3:24])[CH2:21][CH3:22])[C:11](=[O:25])[C:10]=2[C:9]=1[CH3:26])=O)(C)(C)C.FC(F)(F)C(O)=O.C(OC(OCC)OCC)C. (7) Given the product [NH2:1][C:2]1[S:3][C:4]2[CH:10]=[C:9]([S:11][C:12]([CH3:17])([CH3:16])[C:13]([N:24]3[CH2:25][CH2:21][CH2:22][CH2:23]3)=[O:15])[CH:8]=[CH:7][C:5]=2[N:6]=1, predict the reactants needed to synthesize it. The reactants are: [NH2:1][C:2]1[S:3][C:4]2[CH:10]=[C:9]([S:11][C:12]([CH3:17])([CH3:16])[C:13]([OH:15])=O)[CH:8]=[CH:7][C:5]=2[N:6]=1.Cl.CN(C)[CH2:21][CH2:22][CH2:23][N:24]=[C:25]=NCC.N1CCCC1. (8) Given the product [F:29][C:26]1([F:30])[CH2:27][CH2:28][N:23]([S:20]([C:19]2[N:5]3[CH:6]=[CH:7][C:8]([C:10]([NH:12][C:13]4[CH:18]=[CH:17][CH:16]=[CH:15][CH:14]=4)=[O:11])=[CH:9][C:4]3=[N:3][C:2]=2[N:31]2[CH:35]=[CH:34][CH:33]=[CH:32]2)(=[O:22])=[O:21])[CH2:24][CH2:25]1, predict the reactants needed to synthesize it. The reactants are: Cl[C:2]1[N:3]=[C:4]2[CH:9]=[C:8]([C:10]([NH:12][C:13]3[CH:18]=[CH:17][CH:16]=[CH:15][CH:14]=3)=[O:11])[CH:7]=[CH:6][N:5]2[C:19]=1[S:20]([N:23]1[CH2:28][CH2:27][C:26]([F:30])([F:29])[CH2:25][CH2:24]1)(=[O:22])=[O:21].[NH:31]1[CH:35]=[CH:34][CH:33]=[CH:32]1.CC(C)([O-])C.[K+].O.